From a dataset of Experimentally validated miRNA-target interactions with 360,000+ pairs, plus equal number of negative samples. Binary Classification. Given a miRNA mature sequence and a target amino acid sequence, predict their likelihood of interaction. (1) The miRNA is rno-miR-181b-5p with sequence AACAUUCAUUGCUGUCGGUGGGU. The protein sequence of the target gene is MSKNTVSSARFRKVDVDEYDENKFVDEEDGGDGQAGPDEGEVDSCLRQGNMTAALQAALKNPPINTKSQAVKDRAGSIVLKVLISFKANDIEKAVQSLDKNGVDLLMKYIYKGFESPSDNSSAMLLQWHEKALAAGGVGSIVRVLTARKTV. Result: 0 (no interaction). (2) The miRNA is rno-miR-451-5p with sequence AAACCGUUACCAUUACUGAGUU. The protein sequence of the target gene is MFLFSRKTRTPISTYSDSYRAPTSIKEVYKDPPLCAWEANKFLTPGLTHTMERHVDPEALQKMAKCAVQDYTYRGSISGHPYLPEKYWLSQEEADKCSPNYLGSDWYNTWRMEPYNSSCCNKYTTYLPRLPKEARMETAVRGMPLECPPRPERLNAYEREVMVNMLNSLSRNQQLPRITPRCGCVDPLPGRLPFHGYESACSGRHYCLRGMDYYASGAPCTDRRLRPWCREQPTMCTSLRAPARNAVCCYNSPAVILPISEP. Result: 0 (no interaction). (3) The miRNA is rno-miR-141-3p with sequence UAACACUGUCUGGUAAAGAUGG. The protein sequence of the target gene is MEPSDAARPGPGRAFRGLSPRLLLLPLLPVLLGRGLRAGAAASSGAAAEDSSAMEELATEKEAEESHRQDSVSLLTFILLLTLTILTIWLFKHRRVRFLHETGLAMIYGLIVGVILRYGTPATSGHDKSLSCTQEDRAFSTLLVNVSGKFFEYTLKGEISPGKINNVEQNDMLRKVTFDPEVFFNILLPPIIFHAGYSLKKRHFFRNLGSILAYAFLGTAVSCFIIGNLMYGVVKLMKIVGQLSDKFYYTDCLFFGAIISATDPVTVLAIFNELHADVDLYALLFGESVLNDAVAIVLSS.... Result: 0 (no interaction). (4) The miRNA is hsa-miR-526b-5p with sequence CUCUUGAGGGAAGCACUUUCUGU. The protein sequence of the target gene is MPFPFGKSHKSPADIVKNLKESMAVLEKQDISDKKAEKATEEVSKNLVAMKEILYGTNEKEPQTEAVAQLAQELYNSGLLSTLVADLQLIDFEGKKDVAQIFNNILRRQIGTRTPTVEYICTQQNILFMLLKGYESPEIALNCGIMLRECIRHEPLAKIILWSEQFYDFFRYVEMSTFDIASDAFATFKDLLTRHKLLSAEFLEQHYDRFFSEYEKLLHSENYVTKRQSLKLLGELLLDRHNFTIMTKYISKPENLKLMMNLLRDKSRNIQFEAFHVFKVFVANPNKTQPILDILLKNQA.... Result: 1 (interaction). (5) The miRNA is hsa-miR-3615 with sequence UCUCUCGGCUCCUCGCGGCUC. Result: 0 (no interaction). The protein sequence of the target gene is MVTWVLNYLLVAFLFAISYNIDAASAGITRHYQFDIQLKNITRLCKTKTIVTVNGKFPGPRVTAREGDNLQIKVVNHVSNNISIHWHGIRQLRSGWADGPSYVTQCPIRMGQSYVYNFTVTGQRGTLWWHAHIQWMRATVYGPLIILPKLHQPYPFPKPYKQVPILFGEWFNADPQAVVQQALQTGAGPNASDAHTFNGLPGPLYNCSTKDTYKLMVKPGKTYLLRLINAALNDELFFTIANHTLTVVEADACYVKPFQTNIVLLGPGQTTNVLLKTKPIYPNATFYMLARPYFTGQGTI.... (6) The miRNA is hsa-miR-210-5p with sequence AGCCCCUGCCCACCGCACACUG. The protein sequence of the target gene is MFRNQYDNDVTVWSPQGRIHQIEYAMEAVKQGSATVGLKSKTHAVLVALKRAQSELAAHQKKILHVDNHIGISIAGLTADARLLCNFMRQECLDSRFVFDRPLPVSRLVSLIGSKTQIPTQRYGRRPYGVGLLIAGYDDMGPHIFQTCPSANYFDCRAMSIGARSQSARTYLERHMSEFMECNLNELVKHGLRALRETLPAEQDLTTKNVSIGIVGKDLEFTIYDDDDVSPFLEGLEERPQRKAQPAQPADEPAEKADEPMEH. Result: 0 (no interaction). (7) The miRNA is hsa-miR-3151-5p with sequence GGUGGGGCAAUGGGAUCAGGU. The protein sequence of the target gene is MMEVESSYSDFISCDRTGRRNAVPDIQGDSEAVSVRKLAGDMGELALEGAEGQVEGSAPDKEAGNQPQSSDGTTSS. Result: 0 (no interaction). (8) The miRNA is hsa-miR-3124-5p with sequence UUCGCGGGCGAAGGCAAAGUC. The protein sequence of the target gene is MSSESKEQHNVSPRDSAEGNDSYPSGIHLELQRESSTDFKQFETNDQCRPYHRILIERQEKSDTNFKEFVIKKLQKNCQCSPAKAKNMILGFLPVLQWLPKYDLKKNILGDVMSGLIVGILLVPQSIAYSLLAGQEPVYGLYTSFFASIIYFLLGTSRHISVGIFGVLCLMIGETVDRELQKAGYDNAHSAPSLGMVSNGSTLLNHTSDRICDKSCYAIMVGSTVTFIAGVYQVAMGFFQVGFVSVYLSDALLSGFVTGASFTILTSQAKYLLGLNLPRTNGVGSLITTWIHVFRNIHKT.... Result: 0 (no interaction).